This data is from Forward reaction prediction with 1.9M reactions from USPTO patents (1976-2016). The task is: Predict the product of the given reaction. (1) Given the reactants [CH3:1][O:2][C:3]1[CH:8]=[CH:7][C:6]([CH2:9][CH2:10][C:11]([NH:13][C:14]2[C:15]3[CH:23]=[C:22]([CH3:24])[S:21][C:16]=3[N:17]=[C:18]([CH3:20])[N:19]=2)=O)=[CH:5][CH:4]=1.[H-].[Al+3].[Li+].[H-].[H-].[H-], predict the reaction product. The product is: [CH3:1][O:2][C:3]1[CH:4]=[CH:5][C:6]([CH2:9][CH2:10][CH2:11][NH:13][C:14]2[C:15]3[CH:23]=[C:22]([CH3:24])[S:21][C:16]=3[N:17]=[C:18]([CH3:20])[N:19]=2)=[CH:7][CH:8]=1. (2) The product is: [Cl:10][C:11]1[CH:16]=[CH:15][CH:14]=[CH:13][C:12]=1[CH2:17][N:18]1[C:19]([OH:39])=[C:20]([C:35]([NH:9][CH:7]([C:1]2[CH:6]=[CH:5][CH:4]=[CH:3][CH:2]=2)[CH3:8])=[O:36])[C:21]([OH:34])=[C:22]([C:25]([NH:27][CH2:28][C:29]([OH:31])=[O:30])=[O:26])[C:23]1=[O:24]. Given the reactants [C:1]1([CH:7]([NH2:9])[CH3:8])[CH:6]=[CH:5][CH:4]=[CH:3][CH:2]=1.[Cl:10][C:11]1[CH:16]=[CH:15][CH:14]=[CH:13][C:12]=1[CH2:17][N:18]1[C:23](=[O:24])[C:22]([C:25]([NH:27][CH2:28][C:29]([O:31]CC)=[O:30])=[O:26])=[C:21]([OH:34])[C:20]([C:35](OC)=[O:36])=[C:19]1[OH:39], predict the reaction product.